This data is from Forward reaction prediction with 1.9M reactions from USPTO patents (1976-2016). The task is: Predict the product of the given reaction. (1) Given the reactants [Cl:1][C:2]1[CH:3]=[C:4]([N:10]2[CH:14]([C:15]3[CH2:19][CH2:18][CH2:17][CH:16]=3)[CH:13]3[CH2:20][O:21][C:22]4[CH:23]=[C:24]([C:28]([O:30]C)=[O:29])[CH:25]=[CH:26][C:27]=4[C:12]3=[N:11]2)[CH:5]=[CH:6][C:7]=1[C:8]#[N:9].[OH-].[Na+], predict the reaction product. The product is: [Cl:1][C:2]1[CH:3]=[C:4]([N:10]2[CH:14]([C:15]3[CH2:19][CH2:18][CH2:17][CH:16]=3)[CH:13]3[CH2:20][O:21][C:22]4[CH:23]=[C:24]([C:28]([OH:30])=[O:29])[CH:25]=[CH:26][C:27]=4[C:12]3=[N:11]2)[CH:5]=[CH:6][C:7]=1[C:8]#[N:9]. (2) Given the reactants [Si]([O:8][CH2:9][C:10]1([CH3:35])[S:16][CH2:15][CH2:14][N:13]2[C:17]([C:20]3([C:23]4[CH:28]=[CH:27][C:26]([C:29]5[CH:34]=[CH:33][N:32]=[CH:31][CH:30]=5)=[CH:25][CH:24]=4)[CH2:22][CH2:21]3)=[N:18][N:19]=[C:12]2[CH2:11]1)(C(C)(C)C)(C)C.Cl, predict the reaction product. The product is: [CH3:35][C:10]1([CH2:9][OH:8])[S:16][CH2:15][CH2:14][N:13]2[C:17]([C:20]3([C:23]4[CH:28]=[CH:27][C:26]([C:29]5[CH:30]=[CH:31][N:32]=[CH:33][CH:34]=5)=[CH:25][CH:24]=4)[CH2:22][CH2:21]3)=[N:18][N:19]=[C:12]2[CH2:11]1. (3) Given the reactants [CH:1]1([C:9]([N:11]2[CH2:16][CH2:15][N:14]([CH:17]3[CH2:22][CH2:21][CH2:20][CH2:19][CH2:18]3)[CH2:13][CH2:12]2)=[O:10])[C:3]2([CH2:8][CH2:7][NH:6][CH2:5][CH2:4]2)[CH2:2]1.Br[C:24]1[CH:32]=[CH:31][C:27]2[O:28][CH2:29][O:30][C:26]=2[CH:25]=1, predict the reaction product. The product is: [O:28]1[C:27]2[CH:31]=[CH:32][C:24]([N:6]3[CH2:7][CH2:8][C:3]4([CH:1]([C:9]([N:11]5[CH2:16][CH2:15][N:14]([CH:17]6[CH2:18][CH2:19][CH2:20][CH2:21][CH2:22]6)[CH2:13][CH2:12]5)=[O:10])[CH2:2]4)[CH2:4][CH2:5]3)=[CH:25][C:26]=2[O:30][CH2:29]1. (4) Given the reactants [Cl:1][C:2]1[C:8]([CH:9]=[CH2:10])=[C:7]([Cl:11])[CH:6]=[CH:5][C:3]=1[NH2:4], predict the reaction product. The product is: [Cl:1][C:2]1[C:8]([CH2:9][CH3:10])=[C:7]([Cl:11])[CH:6]=[CH:5][C:3]=1[NH2:4]. (5) Given the reactants [N+:1]([C:4]1[CH:5]=[C:6]2[C:10](=[CH:11][CH:12]=1)[NH:9][C:8]([C:13]([OH:15])=O)=[CH:7]2)([O-:3])=[O:2].[CH2:16]([NH2:19])[CH2:17][CH3:18].[Cl-].[Na+], predict the reaction product. The product is: [CH2:16]([NH:19][C:13]([C:8]1[NH:9][C:10]2[C:6]([CH:7]=1)=[CH:5][C:4]([N+:1]([O-:3])=[O:2])=[CH:12][CH:11]=2)=[O:15])[CH2:17][CH3:18]. (6) Given the reactants [CH2:1]([O:3][C:4](=[O:16])[CH2:5][O:6][C:7]1[CH:12]=[CH:11][C:10]([NH:13][CH3:14])=[CH:9][C:8]=1[CH3:15])[CH3:2].Cl[CH2:18][C:19]1[S:23][C:22]([C:24]2[CH:29]=[CH:28][C:27]([C:30]([F:33])([F:32])[F:31])=[CH:26][CH:25]=2)=[N:21][C:20]=1[CH3:34].[Na+].[I-].[H-].[Na+], predict the reaction product. The product is: [CH2:1]([O:3][C:4](=[O:16])[CH2:5][O:6][C:7]1[CH:12]=[CH:11][C:10]([N:13]([CH3:14])[CH2:18][C:19]2[S:23][C:22]([C:24]3[CH:29]=[CH:28][C:27]([C:30]([F:33])([F:32])[F:31])=[CH:26][CH:25]=3)=[N:21][C:20]=2[CH3:34])=[CH:9][C:8]=1[CH3:15])[CH3:2]. (7) Given the reactants [Cl:1][C:2]1[CH:3]=[CH:4][C:5]([F:12])=[C:6]([CH:11]=1)[C:7]([NH:9][NH2:10])=[O:8].[Br:13][CH:14]([CH3:25])[C:15](OCC)(OCC)OCC, predict the reaction product. The product is: [Br:13][CH:14]([C:25]1[O:8][C:7]([C:6]2[CH:11]=[C:2]([Cl:1])[CH:3]=[CH:4][C:5]=2[F:12])=[N:9][N:10]=1)[CH3:15]. (8) Given the reactants [F:1][C:2]1[CH:20]=[CH:19][C:5]([CH2:6][N:7]2[C:15]3[C:10](=[N:11][CH:12]=[CH:13][CH:14]=3)[C:9]([C:16]([OH:18])=O)=[CH:8]2)=[CH:4][CH:3]=1.CN(C(ON1N=NC2C=CC=NC1=2)=[N+](C)C)C.F[P-](F)(F)(F)(F)F.[O:45]1[CH2:50][CH2:49][CH:48]([NH2:51])[CH2:47][CH2:46]1.CCOC(C)=O, predict the reaction product. The product is: [F:1][C:2]1[CH:3]=[CH:4][C:5]([CH2:6][N:7]2[C:15]3[C:10](=[N:11][CH:12]=[CH:13][CH:14]=3)[C:9]([C:16]([NH:51][CH:48]3[CH2:49][CH2:50][O:45][CH2:46][CH2:47]3)=[O:18])=[CH:8]2)=[CH:19][CH:20]=1. (9) Given the reactants [CH2:1]([C:3]1([C:13]2[N:14]=[CH:15][NH:16][CH:17]=2)[CH2:11][C:10]2[C:5](=[CH:6][CH:7]=[CH:8][CH:9]=2)[CH:4]1O)[CH3:2].O.[ClH:19].[H][H], predict the reaction product. The product is: [ClH:19].[CH2:1]([C:3]1([C:13]2[N:14]=[CH:15][NH:16][CH:17]=2)[CH2:11][C:10]2[C:5](=[CH:6][CH:7]=[CH:8][CH:9]=2)[CH2:4]1)[CH3:2]. (10) Given the reactants Cl[C:2]1[N:7]=[C:6]([Cl:8])[N:5]=[C:4]([NH:9][C:10]2[N:11]=[CH:12][N:13]([CH:15]([CH3:17])[CH3:16])[CH:14]=2)[N:3]=1.Cl.[F:19][C:20]1[CH:21]=[N:22][C:23]([C@@H:26]([NH2:28])[CH3:27])=[N:24][CH:25]=1, predict the reaction product. The product is: [Cl:8][C:6]1[N:7]=[C:2]([NH:28][C@H:26]([C:23]2[N:24]=[CH:25][C:20]([F:19])=[CH:21][N:22]=2)[CH3:27])[N:3]=[C:4]([NH:9][C:10]2[N:11]=[CH:12][N:13]([CH:15]([CH3:17])[CH3:16])[CH:14]=2)[N:5]=1.